The task is: Predict the product of the given reaction.. This data is from Forward reaction prediction with 1.9M reactions from USPTO patents (1976-2016). (1) Given the reactants Cl[C:2]1[C:3]2[NH:10][CH:9]=[CH:8][C:4]=2[N:5]=[CH:6][N:7]=1.[O:11]([C:18]1[CH:23]=[CH:22][C:21]([OH:24])=[CH:20][CH:19]=1)[C:12]1[CH:17]=[CH:16][CH:15]=[CH:14][CH:13]=1.O[CH:26]1[CH2:31][CH2:30][N:29]([C:32]([O:34]C(C)(C)C)=O)[CH2:28][CH2:27]1.[CH3:39][N:40]([CH3:47])[CH2:41]/[CH:42]=[CH:43]/C(O)=O, predict the reaction product. The product is: [CH3:39][N:40]([CH3:47])[CH2:41]/[CH:42]=[CH:43]/[C:32]([N:29]1[CH2:28][CH2:27][CH:26]([N:10]2[C:3]3[C:2]([O:24][C:21]4[CH:20]=[CH:19][C:18]([O:11][C:12]5[CH:17]=[CH:16][CH:15]=[CH:14][CH:13]=5)=[CH:23][CH:22]=4)=[N:7][CH:6]=[N:5][C:4]=3[CH:8]=[CH:9]2)[CH2:31][CH2:30]1)=[O:34]. (2) Given the reactants [C:1]([O:5][C:6]([NH:8][C@@:9]1([C:33]([O:35][C:36]([CH3:39])([CH3:38])[CH3:37])=[O:34])[C@H:14]([CH2:15][S:16][C:17]2[CH:22]=[CH:21][C:20]([F:23])=[C:19]([CH3:24])[CH:18]=2)[C@H:13]([OH:25])[C@@H:12]2[C@H:10]1[C@H:11]2[C:26]([O:28][C:29]([CH3:32])([CH3:31])[CH3:30])=[O:27])=[O:7])([CH3:4])([CH3:3])[CH3:2].[CH3:40][S:41](Cl)(=[O:43])=[O:42], predict the reaction product. The product is: [C:1]([O:5][C:6]([NH:8][C@@:9]1([C:33]([O:35][C:36]([CH3:39])([CH3:38])[CH3:37])=[O:34])[C@H:14]([CH2:15][S:16][C:17]2[CH:22]=[CH:21][C:20]([F:23])=[C:19]([CH3:24])[CH:18]=2)[C@H:13]([O:25][S:41]([CH3:40])(=[O:43])=[O:42])[C@@H:12]2[C@H:10]1[C@H:11]2[C:26]([O:28][C:29]([CH3:30])([CH3:32])[CH3:31])=[O:27])=[O:7])([CH3:4])([CH3:2])[CH3:3]. (3) Given the reactants [Cl:1][C:2]1[C:3]([F:15])=[C:4]([C:8]2([O:13][CH3:14])[CH2:12][CH2:11][NH:10][CH2:9]2)[CH:5]=[CH:6][CH:7]=1.[CH2:16](N(CC)CC)[CH3:17].ICC.O, predict the reaction product. The product is: [Cl:1][C:2]1[C:3]([F:15])=[C:4]([C:8]2([O:13][CH3:14])[CH2:12][CH2:11][N:10]([CH2:16][CH3:17])[CH2:9]2)[CH:5]=[CH:6][CH:7]=1. (4) Given the reactants [NH2:1][C:2]1[CH:10]=[C:9]([Br:11])[CH:8]=[CH:7][C:3]=1[C:4]([OH:6])=O.[CH:12](OCC)(OCC)OCC.C(O)(=O)C.[NH2:26][C:27]1[CH:28]=[C:29]([NH:34][C:35](=[O:47])[C:36]2[CH:41]=[CH:40][CH:39]=[C:38]([C:42]([C:45]#[N:46])([CH3:44])[CH3:43])[CH:37]=2)[CH:30]=[CH:31][C:32]=1[CH3:33], predict the reaction product. The product is: [Br:11][C:9]1[CH:10]=[C:2]2[C:3]([C:4](=[O:6])[N:26]([C:27]3[CH:28]=[C:29]([NH:34][C:35](=[O:47])[C:36]4[CH:41]=[CH:40][CH:39]=[C:38]([C:42]([C:45]#[N:46])([CH3:44])[CH3:43])[CH:37]=4)[CH:30]=[CH:31][C:32]=3[CH3:33])[CH:12]=[N:1]2)=[CH:7][CH:8]=1. (5) Given the reactants [CH:1]1[C:10]2[C:5](=[CH:6][CH:7]=[CH:8][CH:9]=2)[CH:4]=[C:3]([C:11]([OH:13])=O)[N:2]=1.CN(C(ON1N=NC2C=CC=CC1=2)=[N+](C)C)C.F[P-](F)(F)(F)(F)F.CCN(C(C)C)C(C)C.[CH2:47]([O:54][C:55]([C:57]1[C:65]2[N:64]=[C:63]([NH2:66])[NH:62][C:61]=2[CH:60]=[C:59]([O:67][CH2:68][C:69]2[CH:74]=[CH:73][CH:72]=[CH:71][CH:70]=2)[CH:58]=1)=[O:56])[C:48]1[CH:53]=[CH:52][CH:51]=[CH:50][CH:49]=1, predict the reaction product. The product is: [CH2:47]([O:54][C:55]([C:57]1[C:65]2[NH:64][C:63]([NH:66][C:11]([C:3]3[N:2]=[CH:1][C:10]4[C:5]([CH:4]=3)=[CH:6][CH:7]=[CH:8][CH:9]=4)=[O:13])=[N:62][C:61]=2[CH:60]=[C:59]([O:67][CH2:68][C:69]2[CH:74]=[CH:73][CH:72]=[CH:71][CH:70]=2)[CH:58]=1)=[O:56])[C:48]1[CH:49]=[CH:50][CH:51]=[CH:52][CH:53]=1. (6) Given the reactants C[O:2][CH:3](OC)[C:4]1[CH:9]=[CH:8][N:7]=[C:6]([C:10]2[CH:15]=[CH:14][CH:13]=[CH:12][C:11]=2[O:16][CH3:17])[N:5]=1.[OH-].[Na+].C([O-])([O-])=O.[K+].[K+].[BH4-].[Na+], predict the reaction product. The product is: [CH3:17][O:16][C:11]1[CH:12]=[CH:13][CH:14]=[CH:15][C:10]=1[C:6]1[N:5]=[C:4]([CH2:3][OH:2])[CH:9]=[CH:8][N:7]=1. (7) Given the reactants [Cl:1][C:2]1[CH:7]=[CH:6][C:5]([C:8]2([C:14]3[CH:19]=[CH:18][C:17](I)=[CH:16][CH:15]=3)[CH2:13][CH2:12][NH:11][CH2:10][CH2:9]2)=[CH:4][CH:3]=1.[Cu][C:22]#[N:23], predict the reaction product. The product is: [Cl:1][C:2]1[CH:7]=[CH:6][C:5]([C:8]2([C:14]3[CH:19]=[CH:18][C:17]([C:22]#[N:23])=[CH:16][CH:15]=3)[CH2:13][CH2:12][NH:11][CH2:10][CH2:9]2)=[CH:4][CH:3]=1. (8) Given the reactants [C:1]([O:5][C:6]([CH3:9])([CH3:8])[CH3:7])(=[O:4])[C:2]#[CH:3].C([N-]C(C)C)(C)C.[Li+].C([O-])(=O)C#C.[Li+].[C:24]([O:28][C:29]([N:31]([C:44]([O:46][C:47]([CH3:50])([CH3:49])[CH3:48])=[O:45])[C@@H:32]([CH2:40][CH2:41][CH:42]=[O:43])[C:33]([O:35][C:36]([CH3:39])([CH3:38])[CH3:37])=[O:34])=[O:30])([CH3:27])([CH3:26])[CH3:25], predict the reaction product. The product is: [C:47]([O:46][C:44]([N:31]([C:29]([O:28][C:24]([CH3:27])([CH3:26])[CH3:25])=[O:30])[C@H:32]([C:33]([O:35][C:36]([CH3:38])([CH3:37])[CH3:39])=[O:34])[CH2:40][CH2:41][CH:42]([OH:43])[C:3]#[C:2][C:1]([O:5][C:6]([CH3:9])([CH3:8])[CH3:7])=[O:4])=[O:45])([CH3:50])([CH3:48])[CH3:49]. (9) Given the reactants [CH2:1]([O:8][C:9]1[CH:14]=[CH:13][N:12]([C:15]2[CH:16]=[CH:17][C:18]3[C:19]4[CH2:28][NH:27][CH2:26][CH2:25][C:20]=4[N:21]([CH3:24])[C:22]=3[CH:23]=2)[C:11](=[O:29])[CH:10]=1)[C:2]1[CH:7]=[CH:6][CH:5]=[CH:4][CH:3]=1.[Cl:30][CH2:31][C:32](Cl)=[O:33], predict the reaction product. The product is: [CH2:1]([O:8][C:9]1[CH:14]=[CH:13][N:12]([C:15]2[CH:16]=[CH:17][C:18]3[C:19]4[CH2:28][N:27]([C:32](=[O:33])[CH2:31][Cl:30])[CH2:26][CH2:25][C:20]=4[N:21]([CH3:24])[C:22]=3[CH:23]=2)[C:11](=[O:29])[CH:10]=1)[C:2]1[CH:3]=[CH:4][CH:5]=[CH:6][CH:7]=1. (10) Given the reactants [C:1]([C:3]1[CH:8]=[CH:7][C:6]([S:9]([NH:12][C:13]2[CH:18]=[CH:17][CH:16]=[CH:15][C:14]=2[O:19][C:20]([F:23])([F:22])[F:21])(=[O:11])=[O:10])=[CH:5][CH:4]=1)#[N:2].CO, predict the reaction product. The product is: [NH2:2][CH2:1][C:3]1[CH:8]=[CH:7][C:6]([S:9]([NH:12][C:13]2[CH:18]=[CH:17][CH:16]=[CH:15][C:14]=2[O:19][C:20]([F:23])([F:21])[F:22])(=[O:10])=[O:11])=[CH:5][CH:4]=1.